Dataset: Reaction yield outcomes from USPTO patents with 853,638 reactions. Task: Predict the reaction yield, written as a fraction of the theoretical maximum amount of product (1.0 means a 100% yield; for example, 0.34 means a 34% yield). (1) The reactants are [Cl:1][C:2]1[CH:7]=[CH:6][C:5]([C:8]2[CH:9]=[C:10]3[C:16]([C:17]([C:19]4[C:20]([F:33])=[C:21]([NH:26][S:27]([CH2:30][CH2:31][CH3:32])(=[O:29])=[O:28])[CH:22]=[CH:23][C:24]=4[F:25])=[O:18])=[CH:15][N:14](C(=O)C4C(Cl)=CC=CC=4Cl)[C:11]3=[N:12][CH:13]=2)=[CH:4][CH:3]=1.C1COCC1.N. The catalyst is CO. The product is [Cl:1][C:2]1[CH:7]=[CH:6][C:5]([C:8]2[CH:9]=[C:10]3[C:16]([C:17]([C:19]4[C:20]([F:33])=[C:21]([NH:26][S:27]([CH2:30][CH2:31][CH3:32])(=[O:28])=[O:29])[CH:22]=[CH:23][C:24]=4[F:25])=[O:18])=[CH:15][NH:14][C:11]3=[N:12][CH:13]=2)=[CH:4][CH:3]=1. The yield is 0.740. (2) The reactants are [OH:1][CH:2]([C:31]1[CH:36]=[CH:35][CH:34]=[CH:33][CH:32]=1)[CH2:3][NH:4][C:5]([C:7]1[N:8]=[N:9][C:10]([N:13]2[CH2:18][CH2:17][N:16]([C:19](=[O:30])[C:20]3[CH:25]=[CH:24][CH:23]=[CH:22][C:21]=3[C:26]([F:29])([F:28])[F:27])[CH2:15][CH2:14]2)=[CH:11][CH:12]=1)=[O:6].[C:37](OC(=O)C)(=[O:39])[CH3:38]. The catalyst is C(Cl)(Cl)Cl.C(N(CC)CC)C.CN(C)C1C=CN=CC=1.C(OCC)(=O)C. The product is [C:31]1([CH:2]([O:1][C:37](=[O:39])[CH3:38])[CH2:3][NH:4][C:5]([C:7]2[N:8]=[N:9][C:10]([N:13]3[CH2:18][CH2:17][N:16]([C:19](=[O:30])[C:20]4[CH:25]=[CH:24][CH:23]=[CH:22][C:21]=4[C:26]([F:28])([F:29])[F:27])[CH2:15][CH2:14]3)=[CH:11][CH:12]=2)=[O:6])[CH:32]=[CH:33][CH:34]=[CH:35][CH:36]=1. The yield is 0.915. (3) The reactants are Br[C:2]1[CH:3]=[C:4]2[C:11]3([N:15]=[C:14]([NH2:16])[C:13]([CH3:17])=[N:12]3)[CH2:10][CH2:9][O:8][C:5]2=[CH:6][CH:7]=1.[F:18][C:19]1[CH:20]=[C:21](B(O)O)[CH:22]=[C:23]([F:25])[CH:24]=1.C([O-])([O-])=O.[K+].[K+]. The catalyst is O1CCOCC1.Cl[Pd]Cl.C1(P(C2C=CC=CC=2)[C-]2C=CC=C2)C=CC=CC=1.[C-]1(P(C2C=CC=CC=2)C2C=CC=CC=2)C=CC=C1.[Fe+2]. The product is [F:18][C:19]1[CH:20]=[C:21]([C:2]2[CH:3]=[C:4]3[C:11]4([N:15]=[C:14]([NH2:16])[C:13]([CH3:17])=[N:12]4)[CH2:10][CH2:9][O:8][C:5]3=[CH:6][CH:7]=2)[CH:22]=[C:23]([F:25])[CH:24]=1. The yield is 0.150.